From a dataset of Forward reaction prediction with 1.9M reactions from USPTO patents (1976-2016). Predict the product of the given reaction. (1) Given the reactants [CH3:1][N:2]1[CH2:7][CH2:6][N:5]([CH2:8][CH2:9][CH2:10][O:11][C:12]2[CH:21]=[C:20]3[C:15]([C:16](=O)[NH:17][CH:18]=[N:19]3)=[CH:14][C:13]=2[O:23][CH3:24])[CH2:4][CH2:3]1.CN(C=O)C.S(Cl)([Cl:32])=O, predict the reaction product. The product is: [Cl:32][C:16]1[C:15]2[C:20](=[CH:21][C:12]([O:11][CH2:10][CH2:9][CH2:8][N:5]3[CH2:6][CH2:7][N:2]([CH3:1])[CH2:3][CH2:4]3)=[C:13]([O:23][CH3:24])[CH:14]=2)[N:19]=[CH:18][N:17]=1. (2) Given the reactants [O:1]1[CH:5]=[CH:4][N:3]=[CH:2]1.B.C1COCC1.[Li]CCCC.[CH2:17]1[C:25]2[C:20](=[CH:21][CH:22]=[CH:23][CH:24]=2)[CH2:19][CH:18]1[CH:26]=[O:27], predict the reaction product. The product is: [CH2:19]1[C:20]2[C:25](=[CH:24][CH:23]=[CH:22][CH:21]=2)[CH2:17][CH:18]1[CH:26]([C:2]1[O:1][CH:5]=[CH:4][N:3]=1)[OH:27]. (3) The product is: [C:31]([O:35][C:36]([N:38]1[CH2:43][CH2:42][CH2:41][CH2:40][CH:39]1[CH2:44][N:45]1[C:54]2[C:49](=[CH:50][C:51]([C:10]3[CH:9]=[N:8][C:7]([NH:6][C:4]([NH:3][CH2:1][CH3:2])=[O:5])=[CH:12][C:11]=3[C:13]3[S:14][CH:15]=[C:16]([C:18]([F:19])([F:20])[F:21])[N:17]=3)=[CH:52][CH:53]=2)[C:48](=[O:56])[C:47]([C:57]([OH:59])=[O:58])=[CH:46]1)=[O:37])([CH3:34])([CH3:32])[CH3:33]. Given the reactants [CH2:1]([NH:3][C:4]([NH:6][C:7]1[CH:12]=[C:11]([C:13]2[S:14][CH:15]=[C:16]([C:18]([F:21])([F:20])[F:19])[N:17]=2)[C:10](B2OC(C)(C)C(C)(C)O2)=[CH:9][N:8]=1)=[O:5])[CH3:2].[C:31]([O:35][C:36]([N:38]1[CH2:43][CH2:42][CH2:41][CH2:40][CH:39]1[CH2:44][N:45]1[C:54]2[C:49](=[CH:50][C:51](I)=[CH:52][CH:53]=2)[C:48](=[O:56])[C:47]([C:57]([O:59]CC)=[O:58])=[CH:46]1)=[O:37])([CH3:34])([CH3:33])[CH3:32].C([O-])([O-])=O.[Cs+].[Cs+].Cl, predict the reaction product. (4) Given the reactants [NH2:1][C@H:2]([CH2:6][CH2:7][NH:8][C:9]([C:11]1[N:12]=[C:13]([C:29]#[N:30])[C:14]2[C:19]([C:20]=1[OH:21])=[CH:18][CH:17]=[C:16]([O:22][C:23]1[CH:28]=[CH:27][CH:26]=[CH:25][CH:24]=1)[CH:15]=2)=[O:10])[C:3]([OH:5])=[O:4].C(N(CC)CC)C.C[Si]([N:42]=[C:43]=[O:44])(C)C.Cl, predict the reaction product. The product is: [C:29]([C:13]1[C:14]2[C:19](=[CH:18][CH:17]=[C:16]([O:22][C:23]3[CH:28]=[CH:27][CH:26]=[CH:25][CH:24]=3)[CH:15]=2)[C:20]([OH:21])=[C:11]([C:9]([NH:8][CH2:7][CH2:6][C@@H:2]([NH:1][C:43]([NH2:42])=[O:44])[C:3]([OH:5])=[O:4])=[O:10])[N:12]=1)#[N:30]. (5) Given the reactants [CH:1]1([NH:6][C:7](=[O:23])[C:8]2[CH:13]=[CH:12][C:11](B3OC(C)(C)C(C)(C)O3)=[CH:10][CH:9]=2)[CH2:5][CH2:4][CH2:3][CH2:2]1.Cl[C:25]1[CH:30]=[C:29]([C:31]2[NH:40][C:34]3[N:35]=[CH:36][NH:37][C:38](=[O:39])[C:33]=3[CH:32]=2)[CH:28]=[CH:27][N:26]=1, predict the reaction product. The product is: [CH:1]1([NH:6][C:7](=[O:23])[C:8]2[CH:9]=[CH:10][C:11]([C:27]3[CH:28]=[C:29]([C:31]4[NH:40][C:34]5[N:35]=[CH:36][NH:37][C:38](=[O:39])[C:33]=5[CH:32]=4)[CH:30]=[CH:25][N:26]=3)=[CH:12][CH:13]=2)[CH2:2][CH2:3][CH2:4][CH2:5]1.